From a dataset of Forward reaction prediction with 1.9M reactions from USPTO patents (1976-2016). Predict the product of the given reaction. (1) Given the reactants CN([CH:4]=[C:5]1[C:10](=[O:11])[CH:9]=[C:8]([CH3:12])[O:7][C:6]1=[O:13])C.[CH:14]([NH2:17])([CH3:16])[CH3:15].CC(C)([O-])C.[Na+], predict the reaction product. The product is: [CH:14]([N:17]1[C:8]([CH3:12])=[CH:9][C:10](=[O:11])[C:5]([C:6]([OH:13])=[O:7])=[CH:4]1)([CH3:16])[CH3:15]. (2) Given the reactants C1(C)C=CC=CC=1.C(=O)([O-])O.[Na+].I[C:14]1[C:19]([O:20][C:21]2[C:30]3[C:25](=[CH:26][C:27]([O:33][CH3:34])=[C:28]([O:31][CH3:32])[CH:29]=3)[N:24]=[CH:23][CH:22]=2)=[CH:18][CH:17]=[C:16]([CH3:35])[N:15]=1.[NH2:36][C:37]1[CH:38]=[C:39](B(O)O)[CH:40]=[CH:41][CH:42]=1, predict the reaction product. The product is: [CH3:32][O:31][C:28]1[CH:29]=[C:30]2[C:25](=[CH:26][C:27]=1[O:33][CH3:34])[N:24]=[CH:23][CH:22]=[C:21]2[O:20][C:19]1[C:14]([C:41]2[CH:42]=[C:37]([NH2:36])[CH:38]=[CH:39][CH:40]=2)=[N:15][C:16]([CH3:35])=[CH:17][CH:18]=1. (3) Given the reactants N#N.C[O:4][C:5]1[CH:10]=[C:9]([O:11]C)[CH:8]=[C:7]([O:13]C)[C:6]=1[CH2:15][C:16]([NH:18][C:19]1[CH:20]=[C:21]([CH:25]=[CH:26][CH:27]=1)[C:22]([OH:24])=[O:23])=[O:17].B(Br)(Br)Br, predict the reaction product. The product is: [OH:4][C:5]1[CH:10]=[C:9]([OH:11])[CH:8]=[C:7]([OH:13])[C:6]=1[CH2:15][C:16]([NH:18][C:19]1[CH:20]=[C:21]([CH:25]=[CH:26][CH:27]=1)[C:22]([OH:24])=[O:23])=[O:17].